From a dataset of Reaction yield outcomes from USPTO patents with 853,638 reactions. Predict the reaction yield, written as a fraction of the theoretical maximum amount of product (1.0 means a 100% yield; for example, 0.34 means a 34% yield). (1) The reactants are [F:1][C:2]1[CH:10]=[C:9]2[C:5]([CH:6]=[C:7]([C:11]([CH3:16])([CH3:15])[CH2:12][CH2:13][OH:14])[NH:8]2)=[CH:4][C:3]=1[N+:17]([O-:19])=[O:18].[CH3:20][C:21]([Si:24](Cl)([CH3:26])[CH3:25])([CH3:23])[CH3:22].N1C=CN=C1. The catalyst is C(Cl)Cl. The product is [Si:24]([O:14][CH2:13][CH2:12][C:11]([C:7]1[NH:8][C:9]2[C:5]([CH:6]=1)=[CH:4][C:3]([N+:17]([O-:19])=[O:18])=[C:2]([F:1])[CH:10]=2)([CH3:16])[CH3:15])([C:21]([CH3:23])([CH3:22])[CH3:20])([CH3:26])[CH3:25]. The yield is 0.530. (2) The reactants are [C:1]([O:5][C:6]([NH:8][C:9]1[C:14]([O:15][CH3:16])=[CH:13][C:12]([CH2:17][CH:18](OC(=O)C(F)(F)F)[C:19]2[C:20]([O:26][CH3:27])=[N:21][CH:22]=[CH:23][C:24]=2[I:25])=[C:11]([N+:35]([O-:37])=[O:36])[CH:10]=1)=[O:7])([CH3:4])([CH3:3])[CH3:2].O. The catalyst is C1COCC1. The product is [C:1]([O:5][C:6](=[O:7])[NH:8][C:9]1[CH:10]=[C:11]([N+:35]([O-:37])=[O:36])[C:12](/[CH:17]=[CH:18]/[C:19]2[C:20]([O:26][CH3:27])=[N:21][CH:22]=[CH:23][C:24]=2[I:25])=[CH:13][C:14]=1[O:15][CH3:16])([CH3:3])([CH3:4])[CH3:2]. The yield is 0.550.